This data is from Forward reaction prediction with 1.9M reactions from USPTO patents (1976-2016). The task is: Predict the product of the given reaction. (1) Given the reactants Br[C:2]1[C:7]([C:8]([F:11])([F:10])[F:9])=[CH:6][C:5]([NH:12][C:13]2[N:17]=[C:16]([NH2:18])[NH:15][N:14]=2)=[CH:4][C:3]=1[Cl:19].CN1C(C)(C)CC(SC2C=CC(B3OC(C)(C)C(C)(C)O3)=CC=2)CC1(C)C.[F:47][C:48]1([F:72])[CH2:53][CH2:52][N:51]([S:54]([C:57]2[CH:62]=[CH:61][C:60](B3OC(C)(C)C(C)(C)O3)=[CH:59][CH:58]=2)(=[O:56])=[O:55])[CH2:50][CH2:49]1.C([O-])([O-])=O.[K+].[K+], predict the reaction product. The product is: [Cl:19][C:3]1[CH:4]=[C:5]([NH:12][C:13]2[N:17]=[C:16]([NH2:18])[NH:15][N:14]=2)[CH:6]=[C:7]([C:8]([F:11])([F:10])[F:9])[C:2]=1[C:60]1[CH:59]=[CH:58][C:57]([S:54]([N:51]2[CH2:52][CH2:53][C:48]([F:47])([F:72])[CH2:49][CH2:50]2)(=[O:56])=[O:55])=[CH:62][CH:61]=1. (2) Given the reactants [CH2:1]([O:8][C:9]([N:11]1[CH2:16][CH2:15][CH:14]([N:17]2[CH2:22][CH2:21][N:20]([C:23]3[CH:28]=[CH:27][C:26]([N:29]4[CH2:33][C@H:32]([CH2:34][N:35]=[N+]=[N-])[O:31][C:30]4=[O:38])=[CH:25][C:24]=3[F:39])[CH2:19][CH2:18]2)[CH2:13][CH2:12]1)=[O:10])[C:2]1[CH:7]=[CH:6][CH:5]=[CH:4][CH:3]=1.C1(P([C:53]2[CH:58]=CC=CC=2)C2C=CC=CC=2)C=CC=CC=1.[OH2:59], predict the reaction product. The product is: [CH2:1]([O:8][C:9]([N:11]1[CH2:16][CH2:15][CH:14]([N:17]2[CH2:22][CH2:21][N:20]([C:23]3[CH:28]=[CH:27][C:26]([N:29]4[CH2:33][C@H:32]([CH2:34][NH:35][C:58](=[O:59])[CH3:53])[O:31][C:30]4=[O:38])=[CH:25][C:24]=3[F:39])[CH2:19][CH2:18]2)[CH2:13][CH2:12]1)=[O:10])[C:2]1[CH:7]=[CH:6][CH:5]=[CH:4][CH:3]=1. (3) The product is: [C:8]([C:10]1[C:18]2[C:13](=[CH:14][CH:15]=[C:16]([CH2:19][CH2:20][NH:21][C:22](=[O:36])[C:23]3[CH:28]=[CH:27][C:26]([C:29]4[CH:34]=[CH:33][N:32]=[C:31]([N:5]5[CH2:6][CH2:7][N:2]([CH3:1])[CH2:3][CH2:4]5)[N:30]=4)=[CH:25][CH:24]=3)[CH:17]=2)[NH:12][CH:11]=1)#[N:9]. Given the reactants [CH3:1][N:2]1[CH2:7][CH2:6][NH:5][CH2:4][CH2:3]1.[C:8]([C:10]1[C:18]2[C:13](=[CH:14][CH:15]=[C:16]([CH2:19][CH2:20][NH:21][C:22](=[O:36])[C:23]3[CH:28]=[CH:27][C:26]([C:29]4[CH:34]=[CH:33][N:32]=[C:31](Cl)[N:30]=4)=[CH:25][CH:24]=3)[CH:17]=2)[NH:12][CH:11]=1)#[N:9], predict the reaction product.